Predict the product of the given reaction. From a dataset of Forward reaction prediction with 1.9M reactions from USPTO patents (1976-2016). (1) Given the reactants [NH2:1][C:2]1[CH:7]=[CH:6][CH:5]=[CH:4][C:3]=1[S:8]([NH2:11])(=[O:10])=[O:9].[C:12]([C:16]1[CH:21]=[CH:20][C:19](/[CH:22]=[CH:23]/[S:24](Cl)(=[O:26])=[O:25])=[CH:18][CH:17]=1)([CH3:15])([CH3:14])[CH3:13], predict the reaction product. The product is: [C:12]([C:16]1[CH:21]=[CH:20][C:19]([CH2:22][CH2:23][S:24]([NH:1][C:2]2[CH:7]=[CH:6][CH:5]=[CH:4][C:3]=2[S:8]([NH2:11])(=[O:9])=[O:10])(=[O:26])=[O:25])=[CH:18][CH:17]=1)([CH3:15])([CH3:13])[CH3:14]. (2) Given the reactants [CH3:1][C:2]1([CH3:45])[C@@H:5]([C:6]2[O:7][C:8]([CH3:11])=[N:9][N:10]=2)[CH2:4][C@H:3]1[NH:12][C:13]([C@:15]12[CH2:41][CH2:40][C@@H:39]([C:42]([CH3:44])=[CH2:43])[C@@H:16]1[C@@H:17]1[C@@:30]([CH3:33])([CH2:31][CH2:32]2)[C@@:29]2([CH3:34])[C@@H:20]([C@:21]3([CH3:38])[C@@H:26]([CH2:27][CH2:28]2)[C:25]([CH3:36])([CH3:35])[C@@H:24]([OH:37])[CH2:23][CH2:22]3)[CH2:19][CH2:18]1)=[O:14].[CH3:46][C:47]1([CH3:54])[CH2:52][C:51](=[O:53])[O:50][C:48]1=[O:49].C1(C)C=CC=CC=1, predict the reaction product. The product is: [CH3:1][C:2]1([CH3:45])[C@@H:5]([C:6]2[O:7][C:8]([CH3:11])=[N:9][N:10]=2)[CH2:4][C@H:3]1[NH:12][C:13]([C@:15]12[CH2:41][CH2:40][C@@H:39]([C:42]([CH3:44])=[CH2:43])[C@@H:16]1[C@@H:17]1[C@@:30]([CH3:33])([CH2:31][CH2:32]2)[C@@:29]2([CH3:34])[C@@H:20]([C@:21]3([CH3:38])[C@@H:26]([CH2:27][CH2:28]2)[C:25]([CH3:35])([CH3:36])[C@@H:24]([O:37][C:51](=[O:53])[CH2:52][C:47]([CH3:54])([CH3:46])[C:48]([OH:50])=[O:49])[CH2:23][CH2:22]3)[CH2:19][CH2:18]1)=[O:14]. (3) Given the reactants [C:1](O)(=[O:5])/[CH:2]=[CH:3]/[CH3:4].[Al+3].[Cl-].[Cl-].[Cl-].[CH:11]1[CH:16]=[CH:15][CH:14]=[CH:13][CH:12]=1, predict the reaction product. The product is: [CH3:4][CH:3]1[C:16]2[C:11](=[CH:12][CH:13]=[CH:14][CH:15]=2)[C:1](=[O:5])[CH2:2]1. (4) Given the reactants O[C:2]1[C:11]2[C:6](=[N:7][CH:8]=[CH:9][CH:10]=2)[N:5]([C:12]2[CH:17]=[CH:16][CH:15]=[C:14]([C:18]([F:21])([F:20])[F:19])[CH:13]=2)C(=O)[C:3]=1[C:23](=O)[CH2:24][C:25]1[CH:30]=[CH:29][CH:28]=[CH:27][C:26]=1[C:31]([F:34])([F:33])[F:32].O.[NH2:37][NH2:38].[C:39](=[O:42])([O-])O.[Na+], predict the reaction product. The product is: [F:33][C:31]([F:34])([F:32])[C:26]1[CH:27]=[CH:28][CH:29]=[CH:30][C:25]=1[CH2:24][C:23]1[C:3]2[C:39](=[O:42])[N:5]([C:12]3[CH:17]=[CH:16][CH:15]=[C:14]([C:18]([F:20])([F:19])[F:21])[CH:13]=3)[C:6]3[N:7]=[CH:8][CH:9]=[CH:10][C:11]=3[C:2]=2[NH:38][N:37]=1. (5) The product is: [CH3:21][N:22]1[CH:26]=[CH:25][C:24]([NH:27][C:12](=[O:14])[CH:11]([N:8]2[C:9]3[C:5](=[CH:4][CH:3]=[C:2]([Cl:1])[CH:10]=3)[C:6](=[O:20])[C:7]2=[O:19])[CH2:15][CH:16]([CH3:18])[CH3:17])=[N:23]1. Given the reactants [Cl:1][C:2]1[CH:10]=[C:9]2[C:5]([C:6](=[O:20])[C:7](=[O:19])[N:8]2[CH:11]([CH2:15][CH:16]([CH3:18])[CH3:17])[C:12]([OH:14])=O)=[CH:4][CH:3]=1.[CH3:21][N:22]1[CH:26]=[CH:25][C:24]([NH2:27])=[N:23]1.C(N(CC)C(C)C)(C)C.F[P-](F)(F)(F)(F)F.N1(O[P+](N(C)C)(N(C)C)N(C)C)C2C=CC=CC=2N=N1, predict the reaction product. (6) Given the reactants [Li]CCCC.CC1(C)CCCC(C)(C)N1.[Br:16][C:17]1[C:22]2[CH:23]=[C:24]([CH3:26])[O:25][C:21]=2[C:20]([F:27])=[C:19]([F:28])[CH:18]=1.B(OC)(OC)[O:30]C.OO.Cl, predict the reaction product. The product is: [Br:16][C:17]1[C:22]2[CH:23]=[C:24]([CH3:26])[O:25][C:21]=2[C:20]([F:27])=[C:19]([F:28])[C:18]=1[OH:30].